The task is: Predict the reactants needed to synthesize the given product.. This data is from Full USPTO retrosynthesis dataset with 1.9M reactions from patents (1976-2016). Given the product [Br:1][C:2]1[CH:9]=[CH:8][C:5]([CH2:6][CH:15]2[C:16](=[O:17])[O:18][C:11]([CH3:19])([CH3:10])[O:12][C:13]2=[O:14])=[CH:4][CH:3]=1, predict the reactants needed to synthesize it. The reactants are: [Br:1][C:2]1[CH:9]=[CH:8][C:5]([CH:6]=O)=[CH:4][CH:3]=1.[CH3:10][C:11]1([CH3:19])[O:18][C:16](=[O:17])[CH2:15][C:13](=[O:14])[O:12]1.C([O-])(=O)C.[NH2+]1CCCCC1.C([BH3-])#N.[Na+].